Regression. Given a peptide amino acid sequence and an MHC pseudo amino acid sequence, predict their binding affinity value. This is MHC class I binding data. From a dataset of Peptide-MHC class I binding affinity with 185,985 pairs from IEDB/IMGT. (1) The peptide sequence is QKQTQRSGVL. The MHC is HLA-B08:01 with pseudo-sequence HLA-B08:01. The binding affinity (normalized) is 0.199. (2) The peptide sequence is VLLEARQAY. The MHC is HLA-B44:02 with pseudo-sequence HLA-B44:02. The binding affinity (normalized) is 0.0847. (3) The peptide sequence is REITFHGAK. The MHC is HLA-B40:01 with pseudo-sequence HLA-B40:01. The binding affinity (normalized) is 0.444. (4) The peptide sequence is SSGDFLKYHF. The MHC is H-2-Kb with pseudo-sequence H-2-Kb. The binding affinity (normalized) is 0.262. (5) The peptide sequence is RQGKTPLTL. The MHC is HLA-B18:01 with pseudo-sequence HLA-B18:01. The binding affinity (normalized) is 0.0847.